From a dataset of Full USPTO retrosynthesis dataset with 1.9M reactions from patents (1976-2016). Predict the reactants needed to synthesize the given product. (1) Given the product [ClH:17].[CH3:20][C:19]1[N:2]=[C:1]([C@@H:4]2[CH2:8][CH2:7][C@H:6]([NH2:9])[CH2:5]2)[S:3][CH:18]=1, predict the reactants needed to synthesize it. The reactants are: [C:1]([C@@H:4]1[CH2:8][CH2:7][C@H:6]([NH:9]C(=O)OC(C)(C)C)[CH2:5]1)(=[S:3])[NH2:2].[Cl:17][CH2:18][C:19](=O)[CH3:20].Cl. (2) Given the product [CH2:1]([N:9]1[CH:13]=[C:12]([C:14]2[C:22]3[C:17](=[N:18][CH:19]=[C:20]([C:23]4[CH:42]=[CH:41][CH:40]=[C:25]([O:26][CH:27]5[CH2:32][CH2:31][NH:30][CH2:29][CH2:28]5)[CH:24]=4)[CH:21]=3)[NH:16][CH:15]=2)[CH:11]=[N:10]1)[CH2:2][C:3]1[CH:8]=[CH:7][CH:6]=[CH:5][CH:4]=1, predict the reactants needed to synthesize it. The reactants are: [CH2:1]([N:9]1[CH:13]=[C:12]([C:14]2[C:22]3[C:17](=[N:18][CH:19]=[C:20]([C:23]4[CH:24]=[C:25]([CH:40]=[CH:41][CH:42]=4)[O:26][CH:27]4[CH2:32][CH2:31][N:30](C(OC(C)(C)C)=O)[CH2:29][CH2:28]4)[CH:21]=3)[NH:16][CH:15]=2)[CH:11]=[N:10]1)[CH2:2][C:3]1[CH:8]=[CH:7][CH:6]=[CH:5][CH:4]=1.